Dataset: Forward reaction prediction with 1.9M reactions from USPTO patents (1976-2016). Task: Predict the product of the given reaction. Given the reactants [NH2:1][C:2]1([C:23](OC)=[O:24])[CH2:6][CH2:5][CH:4]([C:7]2[CH:16]=[CH:15][C:14]3[CH2:13][C@H:12]([CH2:17][CH2:18][CH2:19][CH2:20][CH2:21][CH3:22])[CH2:11][CH2:10][C:9]=3[CH:8]=2)[CH2:3]1.[BH4-].[Na+].Cl.[OH-].[Na+], predict the reaction product. The product is: [NH2:1][C:2]1([CH2:23][OH:24])[CH2:6][CH2:5][CH:4]([C:7]2[CH:16]=[CH:15][C:14]3[CH2:13][C@H:12]([CH2:17][CH2:18][CH2:19][CH2:20][CH2:21][CH3:22])[CH2:11][CH2:10][C:9]=3[CH:8]=2)[CH2:3]1.